Dataset: Forward reaction prediction with 1.9M reactions from USPTO patents (1976-2016). Task: Predict the product of the given reaction. (1) The product is: [CH2:12]([O:11][CH2:10][CH2:9][CH2:8][CH2:7][CH2:6][CH:5]([OH:19])[CH:4]([CH2:20][CH2:21][CH2:22][CH2:23][CH2:24][CH3:25])[C:3]([OH:26])=[O:2])[C:13]1[CH:18]=[CH:17][CH:16]=[CH:15][CH:14]=1. Given the reactants C[O:2][C:3](=[O:26])[CH:4]([CH2:20][CH2:21][CH2:22][CH2:23][CH2:24][CH3:25])[CH:5]([OH:19])[CH2:6][CH2:7][CH2:8][CH2:9][CH2:10][O:11][CH2:12][C:13]1[CH:18]=[CH:17][CH:16]=[CH:15][CH:14]=1.O.[OH-].[Li+].S([O-])(O)(=O)=O.[K+], predict the reaction product. (2) Given the reactants [Cl:1][C:2]1[C:3]([CH2:9][CH2:10][O:11][CH2:12][CH3:13])=[N:4][C:5](Cl)=[CH:6][CH:7]=1.[CH3:14][S:15](C)=O, predict the reaction product. The product is: [Cl:1][C:2]1[C:3]([CH2:9][CH2:10][O:11][CH2:12][CH3:13])=[N:4][C:5]([S:15][CH3:14])=[CH:6][CH:7]=1. (3) Given the reactants C(O)(=O)C.[Cl:5][C:6]1[CH:11]=[CH:10][C:9]([C@@:12]2([CH3:34])[C@@H:19]([C:20]3[CH:25]=[CH:24][C:23]([Cl:26])=[CH:22][CH:21]=3)[N:18]3[C:14]([S:15][C:16]([C:30]([O:32][CH3:33])=[O:31])=[C:17]3[CH:27]([CH3:29])[CH3:28])=[N:13]2)=[CH:8][C:7]=1[N+:35]([O-])=O, predict the reaction product. The product is: [NH2:35][C:7]1[CH:8]=[C:9]([C@@:12]2([CH3:34])[C@@H:19]([C:20]3[CH:21]=[CH:22][C:23]([Cl:26])=[CH:24][CH:25]=3)[N:18]3[C:14]([S:15][C:16]([C:30]([O:32][CH3:33])=[O:31])=[C:17]3[CH:27]([CH3:29])[CH3:28])=[N:13]2)[CH:10]=[CH:11][C:6]=1[Cl:5]. (4) Given the reactants [CH2:1]([C:5]1[N:6]=[C:7]2[C:16]3[C:11](=[CH:12][CH:13]=[CH:14][CH:15]=3)[CH:10]=[CH:9][N:8]2[C:17](=[O:26])[C:18]=1[C:19]1[CH:24]=[CH:23][C:22](Cl)=[CH:21][CH:20]=1)[CH2:2][CH2:3][CH3:4].C(C1N=C2C=CC=CN2C(=O)C=1C1C=CC(Cl)=CC=1)CCC.[NH2:49][C@@H:50]1[CH2:54][CH2:53][N:52]([C:55]([O:57][C:58]([CH3:61])([CH3:60])[CH3:59])=[O:56])[CH2:51]1.NC1CCCN(C(OC(C)(C)C)=O)C1, predict the reaction product. The product is: [CH2:1]([C:5]1[N:6]=[C:7]2[C:16]3[C:11](=[CH:12][CH:13]=[CH:14][CH:15]=3)[CH:10]=[CH:9][N:8]2[C:17](=[O:26])[C:18]=1[C:19]1[CH:24]=[CH:23][C:22]([NH:49][C@@H:50]2[CH2:54][CH2:53][N:52]([C:55]([O:57][C:58]([CH3:61])([CH3:60])[CH3:59])=[O:56])[CH2:51]2)=[CH:21][CH:20]=1)[CH2:2][CH2:3][CH3:4].